Dataset: Catalyst prediction with 721,799 reactions and 888 catalyst types from USPTO. Task: Predict which catalyst facilitates the given reaction. Reactant: Br[C:2]1[N:11]=[C:10]([C:12]([NH:14][CH2:15][C:16]2[CH:21]=[CH:20][C:19]([F:22])=[CH:18][CH:17]=2)=[O:13])[C:9]([OH:23])=[C:8]2[C:3]=1[CH:4]=[CH:5][CH:6]=[N:7]2.[SH:24][CH2:25][C:26]([OH:28])=[O:27].C(N(CC)CC)C.Cl. Product: [F:22][C:19]1[CH:20]=[CH:21][C:16]([CH2:15][NH:14][C:12]([C:10]2[C:9]([OH:23])=[C:8]3[C:3]([CH:4]=[CH:5][CH:6]=[N:7]3)=[C:2]([S:24][CH2:25][C:26]([OH:28])=[O:27])[N:11]=2)=[O:13])=[CH:17][CH:18]=1. The catalyst class is: 270.